Dataset: Full USPTO retrosynthesis dataset with 1.9M reactions from patents (1976-2016). Task: Predict the reactants needed to synthesize the given product. (1) The reactants are: [C:1]([N:9]=C=O)(=[O:8])C1C=CC=CC=1.C(O[C:15]([C:17]1[O:32][C:20]2=[N:21][C:22]([C:26]3[CH:31]=[CH:30][CH:29]=[CH:28][CH:27]=3)=[CH:23][C:24]([CH3:25])=[C:19]2[C:18]=1[NH2:33])=[O:16])C.CC[O-].[Na+].C(O)C. Given the product [CH3:25][C:24]1[C:19]2[C:18]3[NH:33][C:1](=[O:8])[NH:9][C:15](=[O:16])[C:17]=3[O:32][C:20]=2[N:21]=[C:22]([C:26]2[CH:27]=[CH:28][CH:29]=[CH:30][CH:31]=2)[CH:23]=1, predict the reactants needed to synthesize it. (2) Given the product [O:1]1[CH2:6][CH2:5][CH:4]([C:7]2[CH:12]=[C:11]([NH2:13])[CH:10]=[CH:9][N:8]=2)[CH2:3][CH2:2]1, predict the reactants needed to synthesize it. The reactants are: [O:1]1[CH2:6][CH:5]=[C:4]([C:7]2[CH:12]=[C:11]([N+:13]([O-])=O)[CH:10]=[CH:9][N:8]=2)[CH2:3][CH2:2]1. (3) Given the product [CH3:1][O:2][C:3](=[O:27])[CH2:4][C@H:5]1[C:9]2[CH:10]=[CH:11][C:12]([O:14][C@H:15]3[C:23]4[C:18](=[C:19]([CH2:35][C:34]5[CH:37]=[CH:38][C:31]([O:30][CH3:29])=[CH:32][CH:33]=5)[C:20]([C:24]#[N:25])=[CH:21][CH:22]=4)[CH2:17][CH2:16]3)=[CH:13][C:8]=2[O:7][CH2:6]1, predict the reactants needed to synthesize it. The reactants are: [CH3:1][O:2][C:3](=[O:27])[CH2:4][C@H:5]1[C:9]2[CH:10]=[CH:11][C:12]([O:14][C@H:15]3[C:23]4[C:18](=[C:19](Br)[C:20]([C:24]#[N:25])=[CH:21][CH:22]=4)[CH2:17][CH2:16]3)=[CH:13][C:8]=2[O:7][CH2:6]1.[Cl-].[CH3:29][O:30][C:31]1[CH:38]=[CH:37][C:34]([CH2:35][Zn+])=[CH:33][CH:32]=1. (4) Given the product [F:29][C:23]1[C:24]([F:28])=[CH:25][CH:26]=[CH:27][C:22]=1[CH2:21][S:20][C:4]1[N:3]=[C:2]([OH:33])[C:7]([C:8]#[N:9])=[C:6]([NH:10][C@@H:11]([C:14]2[O:15][C:16]([CH3:19])=[CH:17][CH:18]=2)[CH2:12][CH3:13])[N:5]=1, predict the reactants needed to synthesize it. The reactants are: Cl[C:2]1[C:7]([C:8]#[N:9])=[C:6]([NH:10][C@@H:11]([C:14]2[O:15][C:16]([CH3:19])=[CH:17][CH:18]=2)[CH2:12][CH3:13])[N:5]=[C:4]([S:20][CH2:21][C:22]2[CH:27]=[CH:26][CH:25]=[C:24]([F:28])[C:23]=2[F:29])[N:3]=1.CC(C)([O-:33])C.[K+].C1(C)C=CC=CC=1.O.